From a dataset of Reaction yield outcomes from USPTO patents with 853,638 reactions. Predict the reaction yield, written as a fraction of the theoretical maximum amount of product (1.0 means a 100% yield; for example, 0.34 means a 34% yield). (1) The reactants are [N:1]1([C:6]2[CH:11]=[CH:10][C:9]([C:12]3[CH:17]=[CH:16][CH:15]=[CH:14][C:13]=3[C:18]3[NH:22][N:21]=[N:20][N:19]=3)=[CH:8][C:7]=2[NH2:23])[CH:5]=[CH:4][CH:3]=[N:2]1.[C:24]1([CH3:34])[CH:29]=[CH:28][C:27]([CH2:30][C:31](O)=[O:32])=[CH:26][CH:25]=1.CCN(C(C)C)C(C)C.C(P1(=O)OP(=O)(CCC)OP(=O)(CCC)O1)CC. The catalyst is C(OCC)(=O)C. The product is [N:1]1([C:6]2[CH:11]=[CH:10][C:9]([C:12]3[CH:17]=[CH:16][CH:15]=[CH:14][C:13]=3[C:18]3[NH:19][N:20]=[N:21][N:22]=3)=[CH:8][C:7]=2[NH:23][C:31](=[O:32])[CH2:30][C:27]2[CH:28]=[CH:29][C:24]([CH3:34])=[CH:25][CH:26]=2)[CH:5]=[CH:4][CH:3]=[N:2]1. The yield is 0.406. (2) The reactants are [Br:1][C:2]1[C:3]([CH3:12])=[C:4]([C:6]([N+:9]([O-])=O)=[CH:7][CH:8]=1)[NH2:5].[Sn](Cl)Cl.O.[OH-].[Na+]. The catalyst is CCO. The product is [Br:1][C:2]1[C:3]([CH3:12])=[C:4]([NH2:5])[C:6]([NH2:9])=[CH:7][CH:8]=1. The yield is 0.880. (3) The reactants are C(O)(=O)C.[NH2:5][C:6]1[C:7](=[O:20])[N:8]([CH2:16][CH2:17][CH2:18][CH3:19])[C:9]2[CH2:10][CH2:11][CH2:12][CH2:13][C:14]=2[CH:15]=1.[CH2:21]([N:28]=[C:29]=[O:30])[C:22]1[CH:27]=[CH:26][CH:25]=[CH:24][CH:23]=1.Cl. The catalyst is C(Cl)Cl.CN(C)C1C=CN=CC=1. The product is [CH2:21]([NH:28][C:29]([NH:5][C:6]1[C:7](=[O:20])[N:8]([CH2:16][CH2:17][CH2:18][CH3:19])[C:9]2[CH2:10][CH2:11][CH2:12][CH2:13][C:14]=2[CH:15]=1)=[O:30])[C:22]1[CH:27]=[CH:26][CH:25]=[CH:24][CH:23]=1. The yield is 0.790. (4) The reactants are [CH3:1][N:2]([CH3:34])[CH2:3][CH2:4][CH2:5][O:6][C:7]1[CH:12]=[CH:11][C:10]([C:13]2[NH:14][C:15]([C:28]3[CH:33]=[CH:32][N:31]=[CH:30][CH:29]=3)=[C:16]([C:18]3[CH:19]=[C:20]4[C:24](=[CH:25][CH:26]=3)[C:23](=O)[CH2:22][CH2:21]4)[N:17]=2)=[CH:9][CH:8]=1.[NH2:35][OH:36]. The catalyst is C(O)C. The product is [CH3:1][N:2]([CH3:34])[CH2:3][CH2:4][CH2:5][O:6][C:7]1[CH:12]=[CH:11][C:10]([C:13]2[NH:14][C:15]([C:28]3[CH:33]=[CH:32][N:31]=[CH:30][CH:29]=3)=[C:16]([C:18]3[CH:19]=[C:20]4[C:24](=[CH:25][CH:26]=3)[C:23](=[N:35][OH:36])[CH2:22][CH2:21]4)[N:17]=2)=[CH:9][CH:8]=1. The yield is 1.00.